This data is from Reaction yield outcomes from USPTO patents with 853,638 reactions. The task is: Predict the reaction yield, written as a fraction of the theoretical maximum amount of product (1.0 means a 100% yield; for example, 0.34 means a 34% yield). (1) The reactants are O=P(Cl)(Cl)Cl.[Br:6][C:7]1[CH:8]=[C:9]2[C:13](=[CH:14][CH:15]=1)[NH:12][CH:11]=[CH:10]2.[OH-].[Na+].CN(C)[CH:20]=[O:21]. The product is [Br:6][C:7]1[CH:8]=[C:9]2[C:13](=[CH:14][CH:15]=1)[NH:12][CH:11]=[C:10]2[CH:20]=[O:21]. No catalyst specified. The yield is 0.700. (2) The reactants are [C:1]([O:4][C@@H:5]1[C@@H:10]([O:11][C:12](=[O:14])[CH3:13])[C@@H:9]([O:15][C:16](=[O:18])[CH3:17])[C@@H:8]([CH2:19][O:20][C:21](=[O:23])[CH3:22])[O:7][C@:6]21[C:31]1[C:26](=[CH:27][C:28](Cl)=[C:29]([CH2:32][C:33]3[CH:38]=[CH:37][C:36]([CH2:39][CH3:40])=[CH:35][CH:34]=3)[CH:30]=1)[CH2:25][O:24]2)(=[O:3])[CH3:2].C1(P(C2CCCCC2)C2C=CC=CC=2C2C(C(C)C)=CC(C(C)C)=CC=2C(C)C)CCCCC1.C(=O)([O-])[O-].[Cs+].[Cs+].[CH3:82][Si:83]([C:86]#[CH:87])([CH3:85])[CH3:84]. The catalyst is C(#N)C.CC#N.CC#N.Cl[Pd]Cl. The product is [C:1]([O:4][C@@H:5]1[C@@H:10]([O:11][C:12](=[O:14])[CH3:13])[C@@H:9]([O:15][C:16](=[O:18])[CH3:17])[C@@H:8]([CH2:19][O:20][C:21](=[O:23])[CH3:22])[O:7][C@:6]21[C:31]1[C:26](=[CH:27][C:28]([C:87]#[C:86][Si:83]([CH3:85])([CH3:84])[CH3:82])=[C:29]([CH2:32][C:33]3[CH:38]=[CH:37][C:36]([CH2:39][CH3:40])=[CH:35][CH:34]=3)[CH:30]=1)[CH2:25][O:24]2)(=[O:3])[CH3:2]. The yield is 0.810. (3) The reactants are Br[C:2]1[CH:3]=[C:4]2[C:9](=[CH:10][CH:11]=1)[C:8](=[O:12])[N:7]([CH3:13])[CH:6]=[CH:5]2.[CH3:14][C:15]1[CH:16]=[N:17][NH:18][CH:19]=1.C([O-])([O-])=O.[K+].[K+].C(OCC)(=O)C. The catalyst is CN1C(=O)CCC1.[Cu]I. The product is [CH3:13][N:7]1[CH:6]=[CH:5][C:4]2[C:9](=[CH:10][CH:11]=[C:2]([N:17]3[CH:16]=[C:15]([CH3:14])[CH:19]=[N:18]3)[CH:3]=2)[C:8]1=[O:12]. The yield is 0.520. (4) The reactants are [C:1]([C:5]1[CH:6]=[C:7]([C:20]([OH:22])=O)[N:8]([CH2:10][C:11]2[C:16]([CH3:17])=[CH:15][C:14]([CH3:18])=[CH:13][C:12]=2[CH3:19])[N:9]=1)([CH3:4])([CH3:3])[CH3:2].[C:23]([C:25]1[CH:30]=[CH:29][CH:28]=[CH:27][C:26]=1[S:31]([NH2:34])(=[O:33])=[O:32])#[N:24].CN(C(ON1N=NC2C=CC=NC1=2)=[N+](C)C)C.F[P-](F)(F)(F)(F)F.CCN(C(C)C)C(C)C. The catalyst is CN(C=O)C. The product is [C:1]([C:5]1[CH:6]=[C:7]([C:20]([NH:34][S:31]([C:26]2[CH:27]=[CH:28][CH:29]=[CH:30][C:25]=2[C:23]#[N:24])(=[O:32])=[O:33])=[O:22])[N:8]([CH2:10][C:11]2[C:16]([CH3:17])=[CH:15][C:14]([CH3:18])=[CH:13][C:12]=2[CH3:19])[N:9]=1)([CH3:4])([CH3:3])[CH3:2]. The yield is 0.240. (5) The reactants are [CH3:1][N:2]1[CH:7]=[CH:6][C:5]2[CH2:8][CH2:9][CH2:10][C:4]=2[C:3]1=[O:11].C1C(=O)N([Br:19])C(=O)C1. The catalyst is C(#N)C. The product is [Br:19][C:6]1[C:5]2[CH2:8][CH2:9][CH2:10][C:4]=2[C:3](=[O:11])[N:2]([CH3:1])[CH:7]=1. The yield is 0.895. (6) The reactants are [C:1]([O:5][C:6](=[O:21])[C:7]1[CH:12]=[C:11]([N:13]2[CH2:17]C[CH2:15][C:14]2=[O:18])[CH:10]=[C:9](NC)[CH:8]=1)([CH3:4])([CH3:3])[CH3:2].[CH3:22][CH2:23][N:24](CC)CC.C(O[C:33](=[O:35])[CH3:34])(=O)C.[CH2:36](Cl)Cl. No catalyst specified. The product is [C:1]([O:5][C:6](=[O:21])[C:7]1[CH:8]=[CH:9][CH:10]=[C:11]([N:13]([C:14](=[O:18])[CH3:15])[CH3:17])[C:12]=1[N:24]([CH2:23][CH3:22])[C:33](=[O:35])[CH2:34][CH3:36])([CH3:2])([CH3:3])[CH3:4]. The yield is 0.890. (7) The yield is 0.392. The reactants are Br[C:2]1[CH:7]=[C:6]([CH3:8])[CH:5]=[CH:4][C:3]=1[C:9]([O:14]COC)([CH2:12][CH3:13])[CH2:10][CH3:11].[Li]CCCC.[B:23](OC(C)C)(OC(C)C)[O:24]C(C)C. The product is [CH2:10]([C:9]1([CH2:12][CH3:13])[O:14][B:23]([OH:24])[C:2]2[CH:7]=[C:6]([CH3:8])[CH:5]=[CH:4][C:3]1=2)[CH3:11]. The catalyst is C1COCC1.